Dataset: Reaction yield outcomes from USPTO patents with 853,638 reactions. Task: Predict the reaction yield, written as a fraction of the theoretical maximum amount of product (1.0 means a 100% yield; for example, 0.34 means a 34% yield). The reactants are [CH:1]([NH2:4])([CH3:3])[CH3:2].Cl.[CH3:6][N:7]([CH3:11])[CH2:8][CH2:9]Cl.[OH-].[Na+]. The catalyst is O. The product is [CH:1]([NH:4][CH2:9][CH2:8][N:7]([CH3:11])[CH3:6])([CH3:3])[CH3:2]. The yield is 0.310.